Dataset: Full USPTO retrosynthesis dataset with 1.9M reactions from patents (1976-2016). Task: Predict the reactants needed to synthesize the given product. (1) Given the product [O:1]1[CH:5]=[CH:4][CH:3]=[C:2]1[N:20]1[C:19]2[C:18]3[CH:17]=[CH:16][CH:15]=[CH:14][C:13]=3[N:12]=[CH:11][C:10]=2[N:9]=[CH:24]1, predict the reactants needed to synthesize it. The reactants are: [O:1]1[CH:5]=[CH:4][CH:3]=[C:2]1C(Cl)=O.[NH2:9][C:10]1[CH:11]=[N:12][C:13]2[C:18]([C:19]=1[NH2:20])=[CH:17][CH:16]=[CH:15][CH:14]=2.O.Cl.Cl[CH2:24]Cl. (2) The reactants are: O=[CH:2][C@@H:3]([CH2:5][OH:6])[OH:4].FC(F)(F)C(O)=O.[CH3:14][CH:15]([O:17][C:18]1[CH:25]=[CH:24][C:23]([C:26]2[O:30][N:29]=[C:28]([C:31]3[C:41]([CH3:42])=[CH:40][C:34]4[CH2:35][CH2:36][NH:37][CH2:38][CH2:39][C:33]=4[CH:32]=3)[N:27]=2)=[CH:22][C:19]=1[C:20]#[N:21])[CH3:16].C(O[BH-](OC(=O)C)OC(=O)C)(=O)C.[Na+].C(=O)([O-])O.[Na+]. Given the product [OH:4][C@H:3]([CH2:5][OH:6])[CH2:2][N:37]1[CH2:36][CH2:35][C:34]2[CH:40]=[C:41]([CH3:42])[C:31]([C:28]3[N:27]=[C:26]([C:23]4[CH:24]=[CH:25][C:18]([O:17][CH:15]([CH3:14])[CH3:16])=[C:19]([CH:22]=4)[C:20]#[N:21])[O:30][N:29]=3)=[CH:32][C:33]=2[CH2:39][CH2:38]1, predict the reactants needed to synthesize it. (3) Given the product [C:30]([O:34][C:35](=[O:45])[NH:36][C:37]1([CH2:43][N:19]2[C:18](=[O:23])[C:17](=[CH:16][C:12]3[CH:11]=[C:10]4[C:15](=[CH:14][CH:13]=3)[N:7]([CH2:6][C:5]3[CH:24]=[CH:25][C:2]([Cl:1])=[CH:3][C:4]=3[C:26]([F:27])([F:29])[F:28])[N:8]=[CH:9]4)[S:21][C:20]2=[O:22])[CH2:42][CH2:41][O:40][CH2:39][CH2:38]1)([CH3:33])([CH3:31])[CH3:32], predict the reactants needed to synthesize it. The reactants are: [Cl:1][C:2]1[CH:25]=[CH:24][C:5]([CH2:6][N:7]2[C:15]3[C:10](=[CH:11][C:12]([CH:16]=[C:17]4[S:21][C:20](=[O:22])[NH:19][C:18]4=[O:23])=[CH:13][CH:14]=3)[CH:9]=[N:8]2)=[C:4]([C:26]([F:29])([F:28])[F:27])[CH:3]=1.[C:30]([O:34][C:35](=[O:45])[NH:36][C:37]1([CH2:43]O)[CH2:42][CH2:41][O:40][CH2:39][CH2:38]1)([CH3:33])([CH3:32])[CH3:31]. (4) Given the product [CH2:17]([C@@H:16]1[NH:21][CH2:4][CH2:3][C@@H:2]([C:7]2[CH:12]=[CH:11][CH:10]=[CH:9][CH:8]=2)[NH:1][C:15]1=[O:14])[CH:18]([CH3:20])[CH3:19], predict the reactants needed to synthesize it. The reactants are: [NH2:1][CH:2]([C:7]1[CH:12]=[CH:11][CH:10]=[CH:9][CH:8]=1)[CH2:3][C:4](O)=O.C[O:14][C:15](=O)[CH:16]([NH2:21])[CH2:17][CH:18]([CH3:20])[CH3:19].C([C@@H]1NC[C@H](CC(C)C)NC1=O)C(C)C. (5) Given the product [F:11][C:6]1[CH:7]=[N:8][CH:9]=[CH:10][C:5]=1[CH2:4][NH2:1], predict the reactants needed to synthesize it. The reactants are: [N:1]([CH2:4][C:5]1[CH:10]=[CH:9][N:8]=[CH:7][C:6]=1[F:11])=[N+]=[N-]. (6) Given the product [C:10]([C:7]1[CH:8]=[CH:9][C:4]([C:3]([OH:13])=[O:2])=[C:5]([CH3:12])[CH:6]=1)#[N:11], predict the reactants needed to synthesize it. The reactants are: C[O:2][C:3](=[O:13])[C:4]1[CH:9]=[CH:8][C:7]([C:10]#[N:11])=[CH:6][C:5]=1[CH3:12].O.[OH-].[Li+]. (7) Given the product [CH2:3]([O:10][C:11]1[CH:16]=[CH:15][C:14]([CH2:17][C:4]([CH3:9])([CH3:5])[CH:3]=[O:1])=[CH:13][C:12]=1[O:19][CH3:20])[C:4]1[CH:9]=[CH:8][CH:7]=[CH:6][CH:5]=1, predict the reactants needed to synthesize it. The reactants are: [OH-:1].[Na+].[CH2:3]([O:10][C:11]1[CH:16]=[CH:15][C:14]([CH2:17]Cl)=[CH:13][C:12]=1[O:19][CH3:20])[C:4]1[CH:9]=[CH:8][CH:7]=[CH:6][CH:5]=1. (8) Given the product [CH:16]([CH:8]1[C:7](=[O:19])[N:6]([CH2:5][CH2:4][C:3]([OH:20])=[O:2])[C:11]2[CH:12]=[CH:13][CH:14]=[CH:15][C:10]=2[O:9]1)([CH3:18])[CH3:17], predict the reactants needed to synthesize it. The reactants are: C[O:2][C:3](=[O:20])[CH2:4][CH2:5][N:6]1[C:11]2[CH:12]=[CH:13][CH:14]=[CH:15][C:10]=2[O:9][CH:8]([CH:16]([CH3:18])[CH3:17])[C:7]1=[O:19].[OH-].[Na+]. (9) Given the product [Cl:12][C:4]1[N:5]=[C:6]([CH3:8])[N:7]=[C:2]([NH2:1])[CH:3]=1, predict the reactants needed to synthesize it. The reactants are: [NH2:1][C:2]1[N:7]=[C:6]([CH3:8])[N:5]=[C:4](O)[CH:3]=1.P(Cl)(Cl)([Cl:12])=O. (10) Given the product [Br:1][C:2]1[CH:7]=[CH:6][CH:5]=[CH:4][C:3]=1[N:8]1[CH2:13][CH2:12][N:11]([CH2:21][CH:18]2[CH2:20][CH2:19]2)[CH2:10][CH2:9]1, predict the reactants needed to synthesize it. The reactants are: [Br:1][C:2]1[CH:7]=[CH:6][CH:5]=[CH:4][C:3]=1[N:8]1[CH2:13][CH2:12][NH:11][CH2:10][CH2:9]1.C(O)(=O)C.[CH:18]1([CH:21]=O)[CH2:20][CH2:19]1.C(O[BH-](OC(=O)C)OC(=O)C)(=O)C.[Na+].C(=O)([O-])[O-].[K+].[K+].